Task: Predict the reaction yield, written as a fraction of the theoretical maximum amount of product (1.0 means a 100% yield; for example, 0.34 means a 34% yield).. Dataset: Reaction yield outcomes from USPTO patents with 853,638 reactions (1) The reactants are [NH2:1][C:2]1[S:3][CH:4]=[C:5]([C:7]([O:9][CH2:10][CH3:11])=[O:8])[N:6]=1.[C:12](=O)([O:18]C(C)(C)C)[O:13][C:14]([CH3:17])([CH3:16])[CH3:15].CCCCC. The catalyst is C1COCC1.CN(C)C1C=CN=CC=1. The product is [C:14]([O:13][C:12]([NH:1][C:2]1[S:3][CH:4]=[C:5]([C:7]([O:9][CH2:10][CH3:11])=[O:8])[N:6]=1)=[O:18])([CH3:17])([CH3:16])[CH3:15]. The yield is 0.660. (2) The reactants are [F:1][C:2]1[CH:3]=[C:4]([CH:7]=[CH:8][CH:9]=1)[CH:5]=O.[C:10]([OH:16])(=[O:15])[CH2:11]C(O)=O.C([O-])(=O)C.[NH4+:21]. The catalyst is C(O)C. The product is [NH2:21][CH:5]([C:4]1[CH:7]=[CH:8][CH:9]=[C:2]([F:1])[CH:3]=1)[CH2:11][C:10]([OH:16])=[O:15]. The yield is 0.579. (3) The reactants are Cl[CH:2]([CH2:5][C:6]1[CH:16]=[CH:15][C:9]2[N:10]=[C:11]([S:13][CH3:14])[S:12][C:8]=2[CH:7]=1)[CH:3]=O.[NH2:17][C:18]1[N:23]=[N:22][C:21]([C:24]#[N:25])=[CH:20][CH:19]=1.O. The catalyst is C(O)CCC. The product is [CH3:14][S:13][C:11]1[S:12][C:8]2[CH:7]=[C:6]([CH2:5][C:2]3[N:23]4[N:22]=[C:21]([C:24]#[N:25])[CH:20]=[CH:19][C:18]4=[N:17][CH:3]=3)[CH:16]=[CH:15][C:9]=2[N:10]=1. The yield is 0.440. (4) The reactants are Br[C:2]([CH3:9])([CH3:8])[C:3]([O:5][CH2:6][CH3:7])=[O:4].[NH2:10][C:11]1[N:12]([C:17]2[C:26]3[C:21](=[CH:22][CH:23]=[CH:24][CH:25]=3)[C:20]([CH:27]3[CH2:29][CH2:28]3)=[CH:19][CH:18]=2)[C:13]([SH:16])=[N:14][N:15]=1.[I-].[K+]. The catalyst is CN(C=O)C. The product is [NH2:10][C:11]1[N:12]([C:17]2[C:26]3[C:21](=[CH:22][CH:23]=[CH:24][CH:25]=3)[C:20]([CH:27]3[CH2:29][CH2:28]3)=[CH:19][CH:18]=2)[C:13]([S:16][C:2]([CH3:9])([CH3:8])[C:3]([O:5][CH2:6][CH3:7])=[O:4])=[N:14][N:15]=1. The yield is 0.270. (5) The reactants are [Cl:1][C:2]([Cl:44])([Cl:43])[CH2:3][O:4][C:5]([C@@H:7]1[CH2:12][CH2:11][CH2:10][N:9]([C:13](=[O:42])[C@@H:14]([NH:34][C:35](OC(C)(C)C)=[O:36])[CH2:15][O:16][Si:17]([C:30]([CH3:33])([CH3:32])[CH3:31])([C:24]2[CH:29]=[CH:28][CH:27]=[CH:26][CH:25]=2)[C:18]2[CH:23]=[CH:22][CH:21]=[CH:20][CH:19]=2)[NH:8]1)=[O:6].FC(F)(F)S(O[Si](C)(C)C)(=O)=O.C(N(CC)C(C)C)(C)C.[C:66]([O:70][C:71]([NH:73][C@H:74](C(O)=O)[CH:75]([CH3:77])[CH3:76])=[O:72])([CH3:69])([CH3:68])[CH3:67].C[NH3+].F[P-](F)(F)(F)(F)F.N1(OC(N(C)C)=[N+](C)C)C2N=CC=CC=2N=N1.F[P-](F)(F)(F)(F)F. The catalyst is ClCCl. The product is [Cl:1][C:2]([Cl:44])([Cl:43])[CH2:3][O:4][C:5]([C@@H:7]1[CH2:12][CH2:11][CH2:10][N:9]([C:13](=[O:42])[C@@H:14]([NH:34][C:35](=[O:36])[C@@H:74]([NH:73][C:71]([O:70][C:66]([CH3:68])([CH3:67])[CH3:69])=[O:72])[CH:75]([CH3:77])[CH3:76])[CH2:15][O:16][Si:17]([C:30]([CH3:32])([CH3:31])[CH3:33])([C:24]2[CH:29]=[CH:28][CH:27]=[CH:26][CH:25]=2)[C:18]2[CH:19]=[CH:20][CH:21]=[CH:22][CH:23]=2)[NH:8]1)=[O:6]. The yield is 0.440.